The task is: Predict the reactants needed to synthesize the given product.. This data is from Full USPTO retrosynthesis dataset with 1.9M reactions from patents (1976-2016). (1) Given the product [C:7]1([CH3:22])[CH:12]=[CH:11][CH:10]=[CH:9][C:8]=1[C:13]1[CH:21]=[CH:20][C:16]([CH2:17][OH:18])=[CH:15][CH:14]=1, predict the reactants needed to synthesize it. The reactants are: [H-].[H-].[H-].[H-].[Li+].[Al+3].[C:7]1([CH3:22])[CH:12]=[CH:11][CH:10]=[CH:9][C:8]=1[C:13]1[CH:21]=[CH:20][C:16]([C:17](O)=[O:18])=[CH:15][CH:14]=1.O.[OH-].[K+]. (2) Given the product [C:1]([O:5][C:6]([NH:8][CH:9]([C:11]1[CH:20]=[CH:19][C:18]([Cl:21])=[CH:17][C:12]=1[CH2:13][NH2:14])[CH3:10])=[O:7])([CH3:2])([CH3:3])[CH3:4], predict the reactants needed to synthesize it. The reactants are: [C:1]([O:5][C:6]([NH:8][CH:9]([C:11]1[CH:20]=[CH:19][C:18]([Cl:21])=[CH:17][C:12]=1[CH2:13][N:14]=[N+]=[N-])[CH3:10])=[O:7])([CH3:4])([CH3:3])[CH3:2].O.C1C=CC(P(C2C=CC=CC=2)C2C=CC=CC=2)=CC=1. (3) Given the product [C:1]1(=[O:6])[NH:19][C:4](=[O:5])[C:3]2=[CH:7][CH:8]=[CH:9][CH:10]=[C:2]12, predict the reactants needed to synthesize it. The reactants are: [C:1]1(=O)[O:6][C:4](=[O:5])[C:3]2=[CH:7][CH:8]=[CH:9][CH:10]=[C:2]12.C1(CN)C=CC=C(C[NH2:19])C=1. (4) The reactants are: [C:1]([O:5][C:6](=[O:35])[NH:7][CH2:8][C:9]1[CH:14]=[CH:13][C:12]([NH:15][C:16]([C@@H:18]2[CH2:24][CH2:23][C@@H:22]3[CH2:25][N:19]2[C:20](=[O:34])[N:21]3[O:26]CC2C=CC=CC=2)=[O:17])=[CH:11][CH:10]=1)([CH3:4])([CH3:3])[CH3:2]. Given the product [C:1]([O:5][C:6](=[O:35])[NH:7][CH2:8][C:9]1[CH:10]=[CH:11][C:12]([NH:15][C:16]([C@@H:18]2[CH2:24][CH2:23][C@@H:22]3[CH2:25][N:19]2[C:20](=[O:34])[N:21]3[OH:26])=[O:17])=[CH:13][CH:14]=1)([CH3:4])([CH3:2])[CH3:3], predict the reactants needed to synthesize it.